From a dataset of Forward reaction prediction with 1.9M reactions from USPTO patents (1976-2016). Predict the product of the given reaction. Given the reactants [CH3:1][C:2]1[CH:17]=[CH:16][C:15]([Si:18]([CH3:21])([CH3:20])[CH3:19])=[CH:14][C:3]=1[O:4][C:5]1[O:9][C:8]([C:10]([O:12]C)=[O:11])=[CH:7][CH:6]=1.[OH-].[Na+], predict the reaction product. The product is: [CH3:1][C:2]1[CH:17]=[CH:16][C:15]([Si:18]([CH3:19])([CH3:21])[CH3:20])=[CH:14][C:3]=1[O:4][C:5]1[O:9][C:8]([C:10]([OH:12])=[O:11])=[CH:7][CH:6]=1.